From a dataset of Full USPTO retrosynthesis dataset with 1.9M reactions from patents (1976-2016). Predict the reactants needed to synthesize the given product. (1) The reactants are: [CH:1](=O)[CH2:2][CH2:3][CH3:4].[BH3-]C#N.[Na+].[Cl:10][C:11]1[CH:12]=[C:13]([CH2:18][C:19]([N:21]2[CH:30]3[CH:25]([CH2:26][CH2:27][CH2:28][CH:29]3[N:31]3[CH2:35][CH2:34][CH2:33][CH2:32]3)[NH:24][CH2:23][CH2:22]2)=[O:20])[CH:14]=[CH:15][C:16]=1[Cl:17].C([O-])([O-])=O.[Na+].[Na+]. Given the product [CH2:1]([N:24]1[CH:25]2[CH:30]([CH:29]([N:31]3[CH2:35][CH2:34][CH2:33][CH2:32]3)[CH2:28][CH2:27][CH2:26]2)[N:21]([C:19](=[O:20])[CH2:18][C:13]2[CH:14]=[CH:15][C:16]([Cl:17])=[C:11]([Cl:10])[CH:12]=2)[CH2:22][CH2:23]1)[CH2:2][CH2:3][CH3:4], predict the reactants needed to synthesize it. (2) Given the product [C:12]1([C:18]2[C:27]([C:28]([C:29]3[CH:30]=[CH:31][C:32]([C:35]([F:36])([F:37])[F:38])=[CH:33][CH:34]=3)=[O:39])=[C:26]([CH:40]([CH3:41])[CH3:42])[CH:25]=[C:24]3[C:19]=2[CH:20]([OH:45])[CH2:21][C:22]([CH3:43])([CH3:44])[O:23]3)[CH2:17][CH2:16][CH2:15][CH2:14][CH:13]=1, predict the reactants needed to synthesize it. The reactants are: N[C@@H]1C2C(=CC=CC=2)C[C@@H]1O.[C:12]1([C:18]2[C:27]([C:28](=[O:39])[C:29]3[CH:34]=[CH:33][C:32]([C:35]([F:38])([F:37])[F:36])=[CH:31][CH:30]=3)=[C:26]([CH:40]([CH3:42])[CH3:41])[CH:25]=[C:24]3[C:19]=2[C:20](=[O:45])[CH2:21][C:22]([CH3:44])([CH3:43])[O:23]3)[CH2:17][CH2:16][CH2:15][CH2:14][CH:13]=1.CO. (3) Given the product [CH2:16]([O:1][C:2]1[CH:9]=[CH:8][C:5]([CH:6]=[O:7])=[CH:4][CH:3]=1)[C:17]1[CH:22]=[CH:21][CH:20]=[CH:19][CH:18]=1, predict the reactants needed to synthesize it. The reactants are: [OH:1][C:2]1[CH:9]=[CH:8][C:5]([CH:6]=[O:7])=[CH:4][CH:3]=1.C(=O)([O-])[O-].[K+].[K+].[CH2:16](Cl)[C:17]1[CH:22]=[CH:21][CH:20]=[CH:19][CH:18]=1. (4) Given the product [CH2:34]([O:38][C:39]1[CH:44]=[CH:43][C:42]([S:45]([N:48]([CH2:57][C:58]#[C:59][CH2:60][N:61]([CH2:62][CH3:63])[CH2:64][CH3:65])[CH:49]([CH:54]([CH3:56])[CH3:55])[C:50]([NH:52][OH:53])=[O:51])(=[O:46])=[O:47])=[CH:41][CH:40]=1)[C:35]#[C:36][CH3:37], predict the reactants needed to synthesize it. The reactants are: C(OC1C=CC(S(N(CC#CCN(CC)CC)C(C(C)C)C(OC)=O)(=O)=O)=CC=1)C#CC.Cl.[CH2:34]([O:38][C:39]1[CH:44]=[CH:43][C:42]([S:45]([N:48]([CH2:57][C:58]#[C:59][CH2:60][N:61]([CH2:64][CH3:65])[CH2:62][CH3:63])[CH:49]([CH:54]([CH3:56])[CH3:55])[C:50]([NH:52][OH:53])=[O:51])(=[O:47])=[O:46])=[CH:41][CH:40]=1)[C:35]#[C:36][CH3:37]. (5) Given the product [N:3]1[CH:4]=[CH:5][CH:6]=[CH:7][C:2]=1[N:8]1[C:16]2[C:11](=[CH:12][CH:13]=[CH:14][CH:15]=2)[CH:10]=[CH:9]1, predict the reactants needed to synthesize it. The reactants are: I[C:2]1[CH:7]=[CH:6][CH:5]=[CH:4][N:3]=1.[NH:8]1[C:16]2[C:11](=[CH:12][CH:13]=[CH:14][CH:15]=2)[CH:10]=[CH:9]1. (6) Given the product [P:41]([O:53][CH2:54][N:10]1[CH:11]=[N:12][C:8]([C:7]2[CH:6]=[CH:5][C:4]([C:13]3[CH:14]=[N:15][N:16]4[CH:21]=[CH:20][C:19]([N:22]5[C@@H:26]([C:27]6[CH:32]=[CH:31][C:30]([F:33])=[CH:29][N:28]=6)[CH2:25][O:24][C:23]5=[O:34])=[N:18][C:17]=34)=[CH:3][C:2]=2[F:1])=[N:9]1)([O:43][C:44]([CH3:47])([CH3:46])[CH3:45])([O:48][C:49]([CH3:50])([CH3:51])[CH3:52])=[O:42], predict the reactants needed to synthesize it. The reactants are: [F:1][C:2]1[CH:3]=[C:4]([C:13]2[CH:14]=[N:15][N:16]3[CH:21]=[CH:20][C:19]([N:22]4[C@@H:26]([C:27]5[CH:32]=[CH:31][C:30]([F:33])=[CH:29][N:28]=5)[CH2:25][O:24][C:23]4=[O:34])=[N:18][C:17]=23)[CH:5]=[CH:6][C:7]=1[C:8]1[N:12]=[CH:11][NH:10][N:9]=1.C(=O)([O-])[O-].[Cs+].[Cs+].[P:41]([O:53][CH2:54]Cl)([O:48][C:49]([CH3:52])([CH3:51])[CH3:50])([O:43][C:44]([CH3:47])([CH3:46])[CH3:45])=[O:42]. (7) Given the product [S:5]1[CH:9]=[CH:8][N:7]=[C:6]1[NH:10][C:11]([C:13]1[C:21]2[C:16](=[CH:17][C:18]([OH:22])=[CH:19][CH:20]=2)[N:15]([CH:24]([CH3:26])[CH3:25])[CH:14]=1)=[O:12], predict the reactants needed to synthesize it. The reactants are: B(Br)(Br)Br.[S:5]1[CH:9]=[CH:8][N:7]=[C:6]1[NH:10][C:11]([C:13]1[C:21]2[C:16](=[CH:17][C:18]([O:22]C)=[CH:19][CH:20]=2)[N:15]([CH:24]([CH3:26])[CH3:25])[CH:14]=1)=[O:12].[OH-].[NH4+]. (8) Given the product [Cl:1][C:2]1[CH:7]=[CH:6][C:5]([C:28]2[CH:33]=[CH:32][N:31]([CH2:34][CH2:35][C@@:36]([CH3:46])([S:42]([CH3:45])(=[O:43])=[O:44])[C:37]([OH:39])=[O:38])[C:30](=[O:47])[CH:29]=2)=[C:4]([F:17])[C:3]=1[F:18], predict the reactants needed to synthesize it. The reactants are: [Cl:1][C:2]1[CH:7]=[CH:6][C:5](B2OC(C)(C)C(C)(C)O2)=[C:4]([F:17])[C:3]=1[F:18].[O-]P([O-])([O-])=O.[K+].[K+].[K+].I[C:28]1[CH:33]=[CH:32][N:31]([CH2:34][CH2:35][C@@:36]([CH3:46])([S:42]([CH3:45])(=[O:44])=[O:43])[C:37]([O:39]CC)=[O:38])[C:30](=[O:47])[CH:29]=1.C(Cl)Cl.[Li+].[OH-].[OH-].[Na+]. (9) Given the product [NH2:19][CH:11]([C:4]1[C:5]([O:9][CH3:10])=[CH:6][CH:7]=[CH:8][C:3]=1[O:2][CH3:1])[CH2:12][CH2:13][CH2:14][C:15]([O:17][CH3:18])=[O:16], predict the reactants needed to synthesize it. The reactants are: [CH3:1][O:2][C:3]1[CH:8]=[CH:7][CH:6]=[C:5]([O:9][CH3:10])[C:4]=1[CH:11]([NH:19]S(C(C)(C)C)=O)[CH2:12][CH2:13][CH2:14][C:15]([O:17][CH3:18])=[O:16].Cl.O1CCOCC1. (10) Given the product [C:17]([O:21][C:22]([NH:24][C@@H:25]1[CH2:30][CH2:29][C@H:28]([O:1][C:2]2[CH:11]=[C:10]([O:12][CH2:13][CH2:14][O:15][CH3:16])[CH:9]=[CH:8][C:3]=2[C:4]([OH:6])=[O:5])[CH2:27][CH2:26]1)=[O:23])([CH3:20])([CH3:18])[CH3:19], predict the reactants needed to synthesize it. The reactants are: [OH:1][C:2]1[CH:11]=[C:10]([O:12][CH2:13][CH2:14][O:15][CH3:16])[CH:9]=[CH:8][C:3]=1[C:4]([O:6]C)=[O:5].[C:17]([O:21][C:22]([NH:24][C@H:25]1[CH2:30][CH2:29][C@H:28](O)[CH2:27][CH2:26]1)=[O:23])([CH3:20])([CH3:19])[CH3:18].